Dataset: Full USPTO retrosynthesis dataset with 1.9M reactions from patents (1976-2016). Task: Predict the reactants needed to synthesize the given product. (1) The reactants are: F[B-](F)(F)F.[FH:6].[FH:7].F.C(N(CC)CC)C.[C:16]([CH:21]1[CH2:26][CH2:25][C:24](=O)[CH2:23][CH2:22]1)([O:18][CH2:19][CH3:20])=[O:17]. Given the product [C:16]([CH:21]1[CH2:26][CH2:25][C:24]([F:7])([F:6])[CH2:23][CH2:22]1)([O:18][CH2:19][CH3:20])=[O:17], predict the reactants needed to synthesize it. (2) Given the product [Cl:29][C:6]1[C:7]2[CH:8]=[C:9]3[C:18]4[C:13](=[CH:14][C:15]5[O:21][CH2:20][O:19][C:16]=5[CH:17]=4)[CH2:12][CH2:11][N:10]3[C:22]([CH3:24])([CH3:25])[C:23]=2[C:3]([O:2][CH3:1])=[C:4]([O:26][CH3:27])[CH:5]=1, predict the reactants needed to synthesize it. The reactants are: [CH3:1][O:2][C:3]1[C:23]2[C:22]([CH3:25])([CH3:24])[N:10]3[CH2:11][CH2:12][C:13]4[C:18]([C:9]3=[CH:8][C:7]=2[CH:6]=[CH:5][C:4]=1[O:26][CH3:27])=[CH:17][C:16]1[O:19][CH2:20][O:21][C:15]=1[CH:14]=4.I[Cl:29]. (3) Given the product [C:22]([O:26][C:27]([NH:29][C:30]1[S:38][C:37]2[C:32](=[N:33][CH:34]=[C:35]([CH2:53][CH3:54])[CH:36]=2)[C:31]=1[C:41]([NH:1][C:2]1[CH:3]=[N:4][CH:5]=[CH:6][C:7]=1[N:8]1[CH2:13][CH2:12][CH2:11][C@H:10]([NH:14][C:15](=[O:21])[O:16][C:17]([CH3:18])([CH3:20])[CH3:19])[CH2:9]1)=[O:43])=[O:28])([CH3:23])([CH3:24])[CH3:25], predict the reactants needed to synthesize it. The reactants are: [NH2:1][C:2]1[CH:3]=[N:4][CH:5]=[CH:6][C:7]=1[N:8]1[CH2:13][CH2:12][CH2:11][C@H:10]([NH:14][C:15](=[O:21])[O:16][C:17]([CH3:20])([CH3:19])[CH3:18])[CH2:9]1.[C:22]([O:26][C:27]([NH:29][C:30]1[S:38][C:37]2[C:32](=[N:33][C:34](CC)=[CH:35][CH:36]=2)[C:31]=1[C:41]([OH:43])=O)=[O:28])([CH3:25])([CH3:24])[CH3:23].CN(C(ON1N=N[C:54]2C=CC=N[C:53]1=2)=[N+](C)C)C.F[P-](F)(F)(F)(F)F.CCN(C(C)C)C(C)C.CN(C=O)C.